Dataset: Forward reaction prediction with 1.9M reactions from USPTO patents (1976-2016). Task: Predict the product of the given reaction. Given the reactants [C:1]([Si:5]([O:18][C@H:19]1[C@H:33]([CH2:34][CH2:35][C@@H:36]2[CH2:38][O:37]2)[C@H:22]2[CH2:23][C:24]3[C:29]([CH2:30][C@H:21]2[CH2:20]1)=[C:28]([O:31][CH3:32])[CH:27]=[CH:26][CH:25]=3)([C:12]1[CH:17]=[CH:16][CH:15]=[CH:14][CH:13]=1)[C:6]1[CH:11]=[CH:10][CH:9]=[CH:8][CH:7]=1)([CH3:4])([CH3:3])[CH3:2].C([Li])C[CH2:41][CH3:42].[C:44](OCC)(=[O:46])[CH3:45].C(OCC)(=O)C.CCCCCCC, predict the reaction product. The product is: [C:44]([O:37][C@@H:36]([CH2:38][CH2:41][CH3:42])[CH2:35][CH2:34][C@@H:33]1[C@H:22]2[CH2:23][C:24]3[C:29]([CH2:30][C@H:21]2[CH2:20][C@H:19]1[O:18][Si:5]([C:1]([CH3:4])([CH3:2])[CH3:3])([C:6]1[CH:11]=[CH:10][CH:9]=[CH:8][CH:7]=1)[C:12]1[CH:13]=[CH:14][CH:15]=[CH:16][CH:17]=1)=[C:28]([O:31][CH3:32])[CH:27]=[CH:26][CH:25]=3)(=[O:46])[CH3:45].